Dataset: Forward reaction prediction with 1.9M reactions from USPTO patents (1976-2016). Task: Predict the product of the given reaction. (1) Given the reactants Cl[C:2]1[C:11]2[C:6](=[CH:7][CH:8]=[CH:9][CH:10]=2)[N:5]=[CH:4][C:3]=1[N+:12]([O-:14])=[O:13].[CH3:15][C:16]1([CH2:21][CH2:22][CH2:23][NH2:24])[O:20][CH2:19][CH2:18][O:17]1.C(N(CC)CC)C, predict the reaction product. The product is: [CH3:15][C:16]1([CH2:21][CH2:22][CH2:23][NH:24][C:2]2[C:11]3[C:6](=[CH:7][CH:8]=[CH:9][CH:10]=3)[N:5]=[CH:4][C:3]=2[N+:12]([O-:14])=[O:13])[O:20][CH2:19][CH2:18][O:17]1. (2) Given the reactants C(OC([NH:11][C@H:12]([CH:22]([CH3:24])[CH3:23])[CH2:13][NH:14][C:15](=[O:21])[O:16][C:17]([CH3:20])([CH3:19])[CH3:18])=O)C1C=CC=CC=1, predict the reaction product. The product is: [NH2:11][C@H:12]([CH:22]([CH3:24])[CH3:23])[CH2:13][NH:14][C:15](=[O:21])[O:16][C:17]([CH3:18])([CH3:19])[CH3:20]. (3) Given the reactants [CH3:1][O:2][CH2:3][CH2:4][O:5][C:6]1[CH:10]=[C:9]([C:11]([O:13]C)=[O:12])[N:8]([CH3:15])[N:7]=1.[OH-].[Na+], predict the reaction product. The product is: [CH3:1][O:2][CH2:3][CH2:4][O:5][C:6]1[CH:10]=[C:9]([C:11]([OH:13])=[O:12])[N:8]([CH3:15])[N:7]=1. (4) Given the reactants COC1C=C(OC)C=CC=1C[N:6]([C:40]1[S:44][N:43]=[CH:42][N:41]=1)[S:7]([C:10]1[C:38]([F:39])=[CH:37][C:13]2[N:14]([CH2:18][C:19]3[CH:20]=[CH:21][CH:22]=[C:23]4[C:28]=3[CH2:27][N:26](C(OC(C)(C)C)=O)[CH2:25][CH:24]4[F:36])[C:15](=[O:17])[O:16][C:12]=2[CH:11]=1)(=[O:9])=[O:8].C(O)(C(F)(F)F)=O.C(Cl)[Cl:59], predict the reaction product. The product is: [ClH:59].[F:39][C:38]1[C:10]([S:7]([NH:6][C:40]2[S:44][N:43]=[CH:42][N:41]=2)(=[O:9])=[O:8])=[CH:11][C:12]2[O:16][C:15](=[O:17])[N:14]([CH2:18][C:19]3[CH:20]=[CH:21][CH:22]=[C:23]4[C:28]=3[CH2:27][NH:26][CH2:25][CH:24]4[F:36])[C:13]=2[CH:37]=1.